Dataset: Forward reaction prediction with 1.9M reactions from USPTO patents (1976-2016). Task: Predict the product of the given reaction. (1) Given the reactants Br[C:2]1[CH:3]=[CH:4][C:5]2[O:11][CH2:10][CH2:9][N:8]3[C:12]([CH2:18][O:19][C:20]4[CH:25]=[CH:24][CH:23]=[CH:22][C:21]=4[F:26])=[C:13]([C:15]([NH2:17])=[O:16])[N:14]=[C:7]3[C:6]=2[CH:27]=1.N1C(C(N)=O)=CN2C=1C1C=CC=CC=1OCC2.FC1C=CC=CC=1O.[CH3:53][C:54]([OH:58])([C:56]#[CH:57])[CH3:55], predict the reaction product. The product is: [F:26][C:21]1[CH:22]=[CH:23][CH:24]=[CH:25][C:20]=1[O:19][CH2:18][C:12]1[N:8]2[CH2:9][CH2:10][O:11][C:5]3[CH:4]=[CH:3][C:2]([C:57]#[C:56][C:54]([OH:58])([CH3:55])[CH3:53])=[CH:27][C:6]=3[C:7]2=[N:14][C:13]=1[C:15]([NH2:17])=[O:16]. (2) The product is: [CH2:49]([O:48][C:45]1[CH:44]=[CH:43][C:42]([C:41]([NH:40][CH2:39][CH2:38][NH:37][C:8]([C:7]2[C:3]([C:2]([F:12])([F:11])[F:1])=[N:4][NH:5][CH:6]=2)=[O:9])=[O:51])=[CH:47][CH:46]=1)[CH3:50]. Given the reactants [F:1][C:2]([F:12])([F:11])[C:3]1[C:7]([C:8](O)=[O:9])=[CH:6][NH:5][N:4]=1.C1C=CC2N(O)N=NC=2C=1.O.CCN=C=NCCCN(C)C.Cl.Cl.[NH2:37][CH2:38][CH2:39][NH:40][C:41](=[O:51])[C:42]1[CH:47]=[CH:46][C:45]([O:48][CH2:49][CH3:50])=[CH:44][CH:43]=1.C(N(CC)CC)C, predict the reaction product. (3) Given the reactants [Si]([O:8][C:9]1[CH:14]=[CH:13][C:12]([C:15]2[N:16]=[C:17]([C:22]3C=[CH:26][CH:25]=[CH:24][CH:23]=3)[C:18]([NH2:21])=[N:19][CH:20]=2)=[CH:11][CH:10]=1)(C(C)(C)C)(C)C.[Si]([O:35][C:36]1[CH:41]=[CH:40][C:39]([CH2:42][C:43](=O)[CH:44]([O:48]CC)OCC)=[CH:38][CH:37]=1)(C(C)(C)C)(C)C.Cl.[CH3:53][CH2:54]CCCC, predict the reaction product. The product is: [CH:26]1[CH:25]=[CH:24][C:23]([CH2:22][C:17]2[C:18]3[N:19]([CH:20]=[C:15]([C:12]4[CH:11]=[CH:10][C:9]([OH:8])=[CH:14][CH:13]=4)[N:16]=2)[C:44]([OH:48])=[C:43]([CH2:42][C:39]2[CH:40]=[CH:41][C:36]([OH:35])=[CH:37][CH:38]=2)[N:21]=3)=[CH:53][CH:54]=1. (4) Given the reactants C(O)C.Cl[C:5]1[C:10]([Cl:11])=[N:9][CH:8]=[CH:7][N:6]=1.Cl.[CH2:13]([O:15][C:16](=[O:19])[CH2:17][NH2:18])[CH3:14], predict the reaction product. The product is: [Cl:11][C:10]1[C:5]([NH:18][CH2:17][C:16]([O:15][CH2:13][CH3:14])=[O:19])=[N:6][CH:7]=[CH:8][N:9]=1. (5) The product is: [C:1]([O:5][C:6]([N:8]1[CH:14]2[CH2:15][CH2:16][CH:9]1[CH2:10][N:11]([C:18]1[CH:19]=[N:20][C:21]([NH:24][C:26]3[N:27]=[CH:28][C:29]4[CH:34]=[C:33]([C:35](=[O:36])[N:37]([CH3:38])[CH3:39])[N:32]([CH:40]5[CH2:44][CH2:43][CH2:42][CH2:41]5)[C:30]=4[N:31]=3)=[CH:22][CH:23]=1)[C:12](=[O:17])[CH2:13]2)=[O:7])([CH3:4])([CH3:2])[CH3:3]. Given the reactants [C:1]([O:5][C:6]([N:8]1[CH:14]2[CH2:15][CH2:16][CH:9]1[CH2:10][N:11]([C:18]1[CH:19]=[N:20][C:21]([NH2:24])=[CH:22][CH:23]=1)[C:12](=[O:17])[CH2:13]2)=[O:7])([CH3:4])([CH3:3])[CH3:2].Cl[C:26]1[N:27]=[CH:28][C:29]2[CH:34]=[C:33]([C:35]([N:37]([CH3:39])[CH3:38])=[O:36])[N:32]([CH:40]3[CH2:44][CH2:43][CH2:42][CH2:41]3)[C:30]=2[N:31]=1, predict the reaction product. (6) The product is: [N:1]1([C:7]2[CH:13]=[CH:12][CH:11]=[C:9]([NH2:10])[C:8]=2[NH2:14])[CH2:2][CH2:3][O:4][CH2:5][CH2:6]1. Given the reactants [N:1]1([C:7]2[C:8]([N+:14]([O-])=O)=[C:9]([CH:11]=[CH:12][CH:13]=2)[NH2:10])[CH2:6][CH2:5][O:4][CH2:3][CH2:2]1, predict the reaction product.